This data is from Full USPTO retrosynthesis dataset with 1.9M reactions from patents (1976-2016). The task is: Predict the reactants needed to synthesize the given product. (1) Given the product [C:23](/[CH:22]=[CH:21]/[C:10]1[C:11]2[C:12]([C:17]([O-:19])=[O:18])=[CH:13][CH:14]=[CH:15][C:16]=2[N:8]([CH2:7][C:6]2[CH:28]=[C:2]([Cl:1])[CH:3]=[CH:4][C:5]=2[O:29][CH2:30][C:31]2[CH:36]=[CH:35][C:34]([Cl:37])=[CH:33][C:32]=2[F:38])[CH:9]=1)([O-:25])=[O:24].[Na+:40].[Na+:40], predict the reactants needed to synthesize it. The reactants are: [Cl:1][C:2]1[CH:3]=[CH:4][C:5]([O:29][CH2:30][C:31]2[CH:36]=[CH:35][C:34]([Cl:37])=[CH:33][C:32]=2[F:38])=[C:6]([CH:28]=1)[CH2:7][N:8]1[C:16]2[CH:15]=[CH:14][CH:13]=[C:12]([C:17]([O:19]C)=[O:18])[C:11]=2[C:10](/[CH:21]=[CH:22]/[C:23]([O:25]CC)=[O:24])=[CH:9]1.[OH-].[Na+:40]. (2) Given the product [CH3:65][O:66][CH2:67][CH2:68][NH:69][C:11]([N:8]1[CH2:7][CH2:6][N:5]([CH2:4][CH2:3][N:2]([CH3:1])[CH2:23][C:24]2[CH:29]=[CH:28][CH:27]=[C:26]([C:30](=[O:64])[NH:31][C:32]3[CH:37]=[CH:36][C:35]([N:38]4[CH2:39][CH2:40][CH2:41][CH2:42][CH2:43]4)=[CH:34][C:33]=3[C:44]3[CH:49]=[C:48]([C:50](=[O:63])[NH:51][CH2:52][C:53]4[CH:58]=[CH:57][CH:56]=[C:55]([C:59]([F:60])([F:62])[F:61])[CH:54]=4)[CH:47]=[CH:46][N:45]=3)[N:25]=2)[CH2:10][CH2:9]1)=[O:12], predict the reactants needed to synthesize it. The reactants are: [CH3:1][N:2]([CH2:23][C:24]1[CH:29]=[CH:28][CH:27]=[C:26]([C:30](=[O:64])[NH:31][C:32]2[CH:37]=[CH:36][C:35]([N:38]3[CH2:43][CH2:42][CH2:41][CH2:40][CH2:39]3)=[CH:34][C:33]=2[C:44]2[CH:49]=[C:48]([C:50](=[O:63])[NH:51][CH2:52][C:53]3[CH:58]=[CH:57][CH:56]=[C:55]([C:59]([F:62])([F:61])[F:60])[CH:54]=3)[CH:47]=[CH:46][N:45]=2)[N:25]=1)[CH2:3][CH2:4][N:5]1[CH2:10][CH2:9][N:8]([C:11](OC2C=CC([N+]([O-])=O)=CC=2)=[O:12])[CH2:7][CH2:6]1.[CH3:65][O:66][CH2:67][CH2:68][NH2:69].C(N(CC)C(C)C)(C)C. (3) Given the product [C:30]([C:29]1[CH:32]=[CH:33][C:26]([NH:25][C:13]([CH:14]2[C:15]3[C:16](=[CH:20][CH:21]=[CH:22][CH:23]=3)[C:17](=[O:19])[N:12]([CH2:11][CH2:10][O:9][CH3:8])[CH:6]2[C:2]2[S:1][CH:5]=[CH:4][CH:3]=2)=[O:24])=[CH:27][CH:28]=1)#[N:31], predict the reactants needed to synthesize it. The reactants are: [S:1]1[CH:5]=[CH:4][CH:3]=[C:2]1[CH:6]=O.[CH3:8][O:9][CH2:10][CH2:11][NH2:12].[C:13]1(=[O:24])[O:19][C:17](=O)[C:16]2=[CH:20][CH:21]=[CH:22][CH:23]=[C:15]2[CH2:14]1.[NH2:25][C:26]1[CH:33]=[CH:32][C:29]([C:30]#[N:31])=[CH:28][CH:27]=1. (4) Given the product [CH2:11]([O:13][C:14]([C@H:16]1[CH2:21][CH2:20][C@H:19]([CH:22]=[O:23])[CH2:18][CH2:17]1)=[O:15])[CH3:12], predict the reactants needed to synthesize it. The reactants are: C(Cl)(=O)C(Cl)=O.CS(C)=O.[CH2:11]([O:13][C:14]([C@H:16]1[CH2:21][CH2:20][C@H:19]([CH2:22][OH:23])[CH2:18][CH2:17]1)=[O:15])[CH3:12].C(N(CC)CC)C. (5) Given the product [C:1]([C:5]1[O:6][C:7]([C:10]2[C:14]([S:15]([CH3:16])=[O:40])=[C:13]([C:17]3[CH:18]=[CH:19][C:20]([Cl:23])=[CH:21][CH:22]=3)[N:12]([C:24]3[CH:29]=[CH:28][C:27]([Cl:30])=[CH:26][C:25]=3[Cl:31])[N:11]=2)=[N:8][N:9]=1)([CH3:4])([CH3:2])[CH3:3], predict the reactants needed to synthesize it. The reactants are: [C:1]([C:5]1[O:6][C:7]([C:10]2[C:14]([S:15][CH3:16])=[C:13]([C:17]3[CH:22]=[CH:21][C:20]([Cl:23])=[CH:19][CH:18]=3)[N:12]([C:24]3[CH:29]=[CH:28][C:27]([Cl:30])=[CH:26][C:25]=3[Cl:31])[N:11]=2)=[N:8][N:9]=1)([CH3:4])([CH3:3])[CH3:2].C1C=C(Cl)C=C(C(OO)=[O:40])C=1.C([O-])(O)=O.[Na+]. (6) The reactants are: [OH:1][C:2]1[CH:3]=[C:4]([C:8]([O:10][CH3:11])=[O:9])[CH:5]=[N:6][CH:7]=1. Given the product [CH3:11][O:10][C:8]([CH:4]1[CH2:3][CH:2]([OH:1])[CH2:7][NH:6][CH2:5]1)=[O:9], predict the reactants needed to synthesize it. (7) Given the product [CH3:17][O:16][C:14]1[CH:13]=[N:12][CH:11]=[C:10]([C:8]#[C:7][C:1]2[CH:6]=[CH:5][CH:4]=[CH:3][CH:2]=2)[CH:15]=1, predict the reactants needed to synthesize it. The reactants are: [C:1]1([C:7]#[CH:8])[CH:6]=[CH:5][CH:4]=[CH:3][CH:2]=1.Br[C:10]1[CH:11]=[N:12][CH:13]=[C:14]([O:16][CH3:17])[CH:15]=1.